Dataset: Reaction yield outcomes from USPTO patents with 853,638 reactions. Task: Predict the reaction yield, written as a fraction of the theoretical maximum amount of product (1.0 means a 100% yield; for example, 0.34 means a 34% yield). (1) The reactants are [O:1]1CCC[CH2:2]1.Br[C:7]1[CH:21]=[CH:20][C:10]([CH2:11][O:12][C:13]2[CH:18]=[CH:17][C:16]([CH3:19])=[CH:15][N:14]=2)=[CH:9][CH:8]=1.C([Li])CCC.CN(C)C=O. The catalyst is O. The product is [CH3:19][C:16]1[CH:17]=[CH:18][C:13]([O:12][CH2:11][C:10]2[CH:20]=[CH:21][C:7]([CH:2]=[O:1])=[CH:8][CH:9]=2)=[N:14][CH:15]=1. The yield is 0.665. (2) The reactants are [C:1]([C:5]1[CH:9]=[C:8]([NH2:10])[N:7]([CH2:11][C:12]2[CH:17]=[CH:16][C:15]([F:18])=[CH:14][CH:13]=2)[N:6]=1)([CH3:4])([CH3:3])[CH3:2].[F:19][C:20]1[CH:28]=[CH:27][C:26]([C:29]([F:32])([F:31])[F:30])=[CH:25][C:21]=1[C:22](Cl)=[O:23].N1C=CC=CC=1. The catalyst is O1CCCC1. The product is [C:1]([C:5]1[CH:9]=[C:8]([NH:10][C:22](=[O:23])[C:21]2[CH:25]=[C:26]([C:29]([F:30])([F:31])[F:32])[CH:27]=[CH:28][C:20]=2[F:19])[N:7]([CH2:11][C:12]2[CH:13]=[CH:14][C:15]([F:18])=[CH:16][CH:17]=2)[N:6]=1)([CH3:4])([CH3:2])[CH3:3]. The yield is 0.670. (3) The reactants are [CH2:1]([C:3]1([CH2:18][CH:19]=[O:20])[C:8]2[NH:9][C:10]3[C:15]([C:7]=2[CH2:6][CH2:5][O:4]1)=[CH:14][CH:13]=[CH:12][C:11]=3[CH2:16][CH3:17])[CH3:2].[CH3:21][Mg]Cl. The catalyst is C1COCC1.C([O-])(O)=O.[Na+]. The product is [CH2:1]([C:3]1([CH2:18][CH:19]([OH:20])[CH3:21])[C:8]2[NH:9][C:10]3[C:15]([C:7]=2[CH2:6][CH2:5][O:4]1)=[CH:14][CH:13]=[CH:12][C:11]=3[CH2:16][CH3:17])[CH3:2]. The yield is 0.960. (4) The reactants are [CH2:1]([N:8]1[CH2:13][N:12](CC2C=CC(OC)=CC=2OC)[CH2:11][N:10]([C:25]2[CH:26]=[N:27][N:28]([CH2:30][C:31]3[C:32]([CH3:37])=[N:33][O:34][C:35]=3[CH3:36])[CH:29]=2)[C:9]1=[O:38])[C:2]1[CH:7]=[CH:6][CH:5]=[CH:4][CH:3]=1.C1(OC)C=CC=CC=1.FC(F)(F)C(O)=O.ClCCl. The catalyst is ClCCl. The product is [CH2:1]([N:8]1[CH2:13][NH:12][CH2:11][N:10]([C:25]2[CH:26]=[N:27][N:28]([CH2:30][C:31]3[C:32]([CH3:37])=[N:33][O:34][C:35]=3[CH3:36])[CH:29]=2)[C:9]1=[O:38])[C:2]1[CH:3]=[CH:4][CH:5]=[CH:6][CH:7]=1. The yield is 0.620.